The task is: Predict the reactants needed to synthesize the given product.. This data is from Full USPTO retrosynthesis dataset with 1.9M reactions from patents (1976-2016). (1) Given the product [CH3:22][N:10]([CH3:9])[NH:11][C:19](=[O:20])[C:18]1[CH:17]=[CH:16][CH:15]=[CH:14][C:13]=1[C:12](=[O:21])[C:1]1[CH:6]=[CH:5][CH:4]=[CH:3][CH:2]=1, predict the reactants needed to synthesize it. The reactants are: [C:1]1([Mg]Br)[CH:6]=[CH:5][CH:4]=[CH:3][CH:2]=1.[CH3:9][N:10]([CH3:22])[N:11]1[C:19](=[O:20])[C:18]2[C:13](=[CH:14][CH:15]=[CH:16][CH:17]=2)[C:12]1=[O:21].CCCCCC. (2) Given the product [C:22]([O:21][C:20](=[O:26])[NH:19][CH2:18][C:16]1[CH:17]=[C:12]([O:10][C:7]2[CH:8]=[CH:9][C:3]3[O:2][CH2:1][O:5][C:4]=3[CH:6]=2)[CH:13]=[CH:14][C:15]=1[N+:27]([O-:29])=[O:28])([CH3:25])([CH3:23])[CH3:24], predict the reactants needed to synthesize it. The reactants are: [CH2:1]1[O:5][C:4]2[CH:6]=[C:7]([OH:10])[CH:8]=[CH:9][C:3]=2[O:2]1.Cl[C:12]1[CH:13]=[CH:14][C:15]([N+:27]([O-:29])=[O:28])=[C:16]([CH2:18][NH:19][C:20](=[O:26])[O:21][C:22]([CH3:25])([CH3:24])[CH3:23])[CH:17]=1.[H-].[Na+]. (3) Given the product [C:21]([O:25][C:26]([N:28]1[CH2:33][CH2:32][N:31]([C:16]([C:13]2[C:12]3[C:7](=[CH:8][CH:9]=[C:10]([F:19])[CH:11]=3)[CH:6]=[C:5]([CH2:4][C:3]([O:2][CH3:1])=[O:20])[C:14]=2[CH3:15])=[O:17])[CH2:30][CH2:29]1)=[O:27])([CH3:24])([CH3:22])[CH3:23], predict the reactants needed to synthesize it. The reactants are: [CH3:1][O:2][C:3](=[O:20])[CH2:4][C:5]1[C:14]([CH3:15])=[C:13]([C:16](Cl)=[O:17])[C:12]2[C:7](=[CH:8][CH:9]=[C:10]([F:19])[CH:11]=2)[CH:6]=1.[C:21]([O:25][C:26]([N:28]1[CH2:33][CH2:32][NH:31][CH2:30][CH2:29]1)=[O:27])([CH3:24])([CH3:23])[CH3:22].C(N(CC)CC)C. (4) Given the product [CH:3]([S:4]([C:7]1[CH:12]=[CH:11][CH:10]=[CH:9][C:8]=1[C:13]([F:15])([F:14])[F:16])(=[O:5])=[O:6])=[CH2:2], predict the reactants needed to synthesize it. The reactants are: Br[CH2:2][CH2:3][S:4]([C:7]1[CH:12]=[CH:11][CH:10]=[CH:9][C:8]=1[C:13]([F:16])([F:15])[F:14])(=[O:6])=[O:5].C(N(CC)CC)C. (5) Given the product [C:15]([O:14][C:12]([N:19]1[CH2:24][CH2:23][C:22]([OH:29])([C:2]2[O:1][CH:5]=[CH:4][N:3]=2)[CH2:21][CH2:20]1)=[O:13])([CH3:18])([CH3:17])[CH3:16], predict the reactants needed to synthesize it. The reactants are: [O:1]1[CH:5]=[CH:4][N:3]=[CH:2]1.B.[Li]CCCC.[C:12]([N:19]1[CH2:24][CH2:23][CH2:22][CH2:21][C:20]1=O)([O:14][C:15]([CH3:18])([CH3:17])[CH3:16])=[O:13].C1C[O:29]CC1.